From a dataset of Forward reaction prediction with 1.9M reactions from USPTO patents (1976-2016). Predict the product of the given reaction. (1) Given the reactants CCCCCC.O.[CH3:8][C:9]1[CH:14]=[C:13]([NH:15][C:16]2[CH:17]=[CH:18][N:19]=[CH:20][C:21]=2[S:22]([NH:25][C:26]([NH:28][CH:29]([CH3:31])[CH3:30])=[O:27])(=[O:24])=[O:23])[CH:12]=[CH:11][CH:10]=1.[ClH:32], predict the reaction product. The product is: [CH3:8][C:9]1[CH:14]=[C:13]([NH:15][C:16]2[CH:17]=[CH:18][N:19]=[CH:20][C:21]=2[S:22]([NH:25][C:26]([NH:28][CH:29]([CH3:31])[CH3:30])=[O:27])(=[O:23])=[O:24])[CH:12]=[CH:11][CH:10]=1.[ClH:32]. (2) Given the reactants [CH:1]1([CH2:4][O:5][C:6]2[CH:11]=[CH:10][C:9]([CH:12]([F:14])[F:13])=[CH:8][C:7]=2[C:15]2[C:16]3[NH:23][C:22]([CH3:24])=[C:21]([C:25](O)=[O:26])[C:17]=3[N:18]=[CH:19][N:20]=2)[CH2:3][CH2:2]1.Cl.[N:29]([C@@H:32]1[CH2:37][CH2:36][C@@H:35]([NH2:38])[CH2:34][C@H:33]1[CH3:39])=[N+:30]=[N-:31], predict the reaction product. The product is: [N:29]([C@H:32]1[CH2:37][CH2:36][C@H:35]([NH:38][C:25]([C:21]2[C:17]3[N:18]=[CH:19][N:20]=[C:15]([C:7]4[CH:8]=[C:9]([CH:12]([F:14])[F:13])[CH:10]=[CH:11][C:6]=4[O:5][CH2:4][CH:1]4[CH2:2][CH2:3]4)[C:16]=3[NH:23][C:22]=2[CH3:24])=[O:26])[CH2:34][C@@H:33]1[CH3:39])=[N+:30]=[N-:31]. (3) Given the reactants [OH:1][CH2:2][CH2:3][N:4]1[CH:8]=[C:7]([C:9]2[CH:14]=[CH:13][N:12]=[CH:11][CH:10]=2)[C:6]([C:15]2[CH:20]=[CH:19][C:18]([OH:21])=[CH:17][CH:16]=2)=[N:5]1.C[Si]([N-][Si](C)(C)C)(C)C.[Na+].Cl[CH2:33][C:34]1[O:35][C:36]2[CH:42]=[CH:41][CH:40]=[CH:39][C:37]=2[N:38]=1.C(Cl)Cl, predict the reaction product. The product is: [O:35]1[C:36]2[CH:42]=[CH:41][CH:40]=[CH:39][C:37]=2[N:38]=[C:34]1[CH2:33][O:21][C:18]1[CH:17]=[CH:16][C:15]([C:6]2[C:7]([C:9]3[CH:10]=[CH:11][N:12]=[CH:13][CH:14]=3)=[CH:8][N:4]([CH2:3][CH2:2][OH:1])[N:5]=2)=[CH:20][CH:19]=1. (4) Given the reactants [CH2:1]([N:8]1[C:16]2[C:11](=[CH:12][CH:13]=[CH:14][CH:15]=2)[C:10]([CH2:17][CH2:18][CH2:19][CH2:20][CH3:21])=[C:9]1[C:22]1[CH:31]=[CH:30][C:29]2[C:24](=[CH:25][CH:26]=[C:27]([O:32]C)[CH:28]=2)[CH:23]=1)[C:2]1[CH:7]=[CH:6][CH:5]=[CH:4][CH:3]=1.B(Br)(Br)Br, predict the reaction product. The product is: [CH2:1]([N:8]1[C:16]2[C:11](=[CH:12][CH:13]=[CH:14][CH:15]=2)[C:10]([CH2:17][CH2:18][CH2:19][CH2:20][CH3:21])=[C:9]1[C:22]1[CH:23]=[C:24]2[C:29](=[CH:30][CH:31]=1)[CH:28]=[C:27]([OH:32])[CH:26]=[CH:25]2)[C:2]1[CH:3]=[CH:4][CH:5]=[CH:6][CH:7]=1.